The task is: Predict the product of the given reaction.. This data is from Forward reaction prediction with 1.9M reactions from USPTO patents (1976-2016). (1) Given the reactants Cl[C:2]1[N:6]([CH3:7])[N:5]=[CH:4][C:3]=1[N+:8]([O-:10])=[O:9].[NH:11]1[CH2:17][CH2:16][CH2:15][NH:14][CH2:13][C:12]1=[O:18], predict the reaction product. The product is: [CH3:7][N:6]1[C:2]([N:14]2[CH2:15][CH2:16][CH2:17][NH:11][C:12](=[O:18])[CH2:13]2)=[C:3]([N+:8]([O-:10])=[O:9])[CH:4]=[N:5]1. (2) Given the reactants [CH3:1][O:2][C:3]([C:5]1[S:6][CH:7]=[CH:8][C:9]=1OS(C1C=CC(C)=CC=1)(=O)=O)=[O:4].[CH2:21]([C:26]1[CH:31]=[CH:30][CH:29]=[CH:28][CH:27]=1)[CH2:22][CH2:23][C:24]#[CH:25], predict the reaction product. The product is: [CH3:1][O:2][C:3]([C:5]1[S:6][CH:7]=[CH:8][C:9]=1[C:25]#[C:24][CH2:23][CH2:22][CH2:21][C:26]1[CH:31]=[CH:30][CH:29]=[CH:28][CH:27]=1)=[O:4].